This data is from Full USPTO retrosynthesis dataset with 1.9M reactions from patents (1976-2016). The task is: Predict the reactants needed to synthesize the given product. Given the product [F:1][C:2]1[CH:3]=[C:4]([CH:5]=[CH:6][C:7]=1[N+:8]([O-:10])=[O:9])[C:11]([NH:26][NH:27][C:28]([NH2:30])=[S:29])=[O:13], predict the reactants needed to synthesize it. The reactants are: [F:1][C:2]1[CH:3]=[C:4]([C:11]([OH:13])=O)[CH:5]=[CH:6][C:7]=1[N+:8]([O-:10])=[O:9].C(N1C=CN=C1)(N1C=CN=C1)=O.[NH2:26][NH:27][C:28]([NH2:30])=[S:29].